Task: Predict the reactants needed to synthesize the given product.. Dataset: Full USPTO retrosynthesis dataset with 1.9M reactions from patents (1976-2016) (1) Given the product [C:26]([C:25]1[CH:24]=[C:23]([C:11]2[CH:12]=[CH:13][C:14]3[N:21]4[CH2:22][C@H:17]([CH2:18][CH2:19][CH2:20]4)[N:16]([C:35]([NH:43][C:44]4[CH:45]=[N:46][CH:47]=[CH:48][CH:49]=4)=[O:41])[C:15]=3[N:10]=2)[CH:30]=[CH:29][CH:28]=1)#[N:27], predict the reactants needed to synthesize it. The reactants are: CCN(C(C)C)C(C)C.[N:10]1[C:15]2[NH:16][C@@H:17]3[CH2:22][N:21]([C:14]=2[CH:13]=[CH:12][C:11]=1[C:23]1[CH:24]=[C:25]([CH:28]=[CH:29][CH:30]=1)[C:26]#[N:27])[CH2:20][CH2:19][CH2:18]3.ClC(Cl)(O[C:35](=[O:41])OC(Cl)(Cl)Cl)Cl.[NH2:43][C:44]1[CH:45]=[N:46][CH:47]=[CH:48][CH:49]=1. (2) Given the product [C:1]([C:5]1[N:6]=[C:7]([N:16]2[CH2:20][CH2:19][C:18]([F:21])([F:22])[CH2:17]2)[C:8]2[N:13]=[N:12][N:11]([CH2:14][C:15]3[O:49][N:48]=[C:47]([C:50]([F:53])([F:52])[F:51])[N:46]=3)[C:9]=2[N:10]=1)([CH3:2])([CH3:3])[CH3:4], predict the reactants needed to synthesize it. The reactants are: [C:1]([C:5]1[N:6]=[C:7]([N:16]2[CH2:20][CH2:19][C:18]([F:22])([F:21])[CH2:17]2)[C:8]2[N:13]=[N:12][N:11]([CH2:14][CH3:15])[C:9]=2[N:10]=1)([CH3:4])([CH3:3])[CH3:2].C(C1N=C(N2CCC(F)(F)C2)C2N=NNC=2N=1)(C)(C)C.ClCC1[O:49][N:48]=[C:47]([C:50]([F:53])([F:52])[F:51])[N:46]=1. (3) Given the product [CH2:18]([O:20][C:21]([CH2:22][O:1][C:2]1[CH:11]=[CH:10][C:5]2[O:6][CH2:7][C:8](=[O:9])[C:4]=2[CH:3]=1)=[O:24])[CH3:19], predict the reactants needed to synthesize it. The reactants are: [OH:1][C:2]1[CH:11]=[CH:10][C:5]2[O:6][CH2:7][C:8](=[O:9])[C:4]=2[CH:3]=1.C([O-])([O-])=O.[K+].[K+].[CH2:18]([O:20][C:21](=[O:24])[CH2:22]Br)[CH3:19].CCCCCC. (4) Given the product [CH3:24][O:23][C:19](=[O:22])[CH:20]=[CH:21][C:2]1[CH:7]=[CH:6][C:5]([C:8]2[C:14]3[CH:15]=[CH:16][CH:17]=[CH:18][C:13]=3[CH2:12][CH2:11][CH2:10][CH:9]=2)=[CH:4][CH:3]=1, predict the reactants needed to synthesize it. The reactants are: Br[C:2]1[CH:7]=[CH:6][C:5]([C:8]2[C:14]3[CH:15]=[CH:16][CH:17]=[CH:18][C:13]=3[CH2:12][CH2:11][CH2:10][CH:9]=2)=[CH:4][CH:3]=1.[C:19]([O:23][CH3:24])(=[O:22])[CH:20]=[CH2:21].C(N(CC)CC)C. (5) Given the product [CH2:10]([C:12]1[CH:13]=[C:14]2[C:6](=[CH:7][CH:21]=1)[N:3]([CH3:1])[CH2:4][CH2:5][C:15]2=[O:22])[CH3:11], predict the reactants needed to synthesize it. The reactants are: [CH2:1]([N:3]([CH2:6][CH3:7])[CH2:4][CH3:5])C.IC.[CH2:10]([C:12]1[CH:13]=[C:14]2C(=C[CH:21]=1)NCC[C:15]2=[O:22])[CH3:11].C(OCC)(=O)C.